From a dataset of Full USPTO retrosynthesis dataset with 1.9M reactions from patents (1976-2016). Predict the reactants needed to synthesize the given product. (1) Given the product [NH2:17][C:18]1[CH:19]=[C:20]([C:24]([F:27])=[CH:25][N:26]=1)[C:21]([NH:14][CH:12]([C:9]1[CH:10]=[N:11][C:6]([O:5][CH2:4][C:3]([F:2])([F:15])[F:16])=[CH:7][CH:8]=1)[CH3:13])=[O:22], predict the reactants needed to synthesize it. The reactants are: Cl.[F:2][C:3]([F:16])([F:15])[CH2:4][O:5][C:6]1[N:11]=[CH:10][C:9]([CH:12]([NH2:14])[CH3:13])=[CH:8][CH:7]=1.[NH2:17][C:18]1[CH:19]=[C:20]([C:24]([F:27])=[CH:25][N:26]=1)[C:21](O)=[O:22]. (2) Given the product [NH2:31][C:25]1([C:23]([NH:22][C@H:3]([C:1]#[N:2])[CH2:4][C:5]2[CH:10]=[CH:9][C:8]([C:11]3[CH:19]=[C:18]4[C:14]([CH2:15][C:16](=[O:21])[N:17]4[CH3:20])=[CH:13][CH:12]=3)=[CH:7][CH:6]=2)=[O:24])[CH2:30][CH2:29][O:28][CH2:27][CH2:26]1, predict the reactants needed to synthesize it. The reactants are: [C:1]([C@@H:3]([NH:22][C:23]([C:25]1([NH:31]C(=O)OC(C)(C)C)[CH2:30][CH2:29][O:28][CH2:27][CH2:26]1)=[O:24])[CH2:4][C:5]1[CH:10]=[CH:9][C:8]([C:11]2[CH:19]=[C:18]3[C:14]([CH2:15][C:16](=[O:21])[N:17]3[CH3:20])=[CH:13][CH:12]=2)=[CH:7][CH:6]=1)#[N:2].N. (3) Given the product [C:1]([C:3]([C:6]1[CH:7]=[C:8]([CH:33]=[CH:34][CH:35]=1)[C:9]([NH:11][C:12]1[CH:13]=[CH:14][C:15]([CH3:32])=[C:16]([NH:18][C:19]([C:21]2[S:31][C:24]3=[N:25][C:26]([NH:29][CH2:30][CH2:72][N:73]4[CH2:78][CH2:77][O:76][CH2:75][CH2:74]4)=[CH:27][N:28]=[C:23]3[CH:22]=2)=[O:20])[CH:17]=1)=[O:10])([CH3:5])[CH3:4])#[N:2], predict the reactants needed to synthesize it. The reactants are: [C:1]([C:3]([C:6]1[CH:7]=[C:8]([CH:33]=[CH:34][CH:35]=1)[C:9]([NH:11][C:12]1[CH:13]=[CH:14][C:15]([CH3:32])=[C:16]([NH:18][C:19]([C:21]2[S:31][C:24]3=[N:25][C:26]([NH:29][CH3:30])=[CH:27][N:28]=[C:23]3[CH:22]=2)=[O:20])[CH:17]=1)=[O:10])([CH3:5])[CH3:4])#[N:2].ClC1N=C2SC(C(NC3C=C(NC(=O)C4C=CC=C(C(C#N)(C)C)C=4)C=CC=3C)=O)=CC2=NC=1.NC[CH2:72][N:73]1[CH2:78][CH2:77][O:76][CH2:75][CH2:74]1. (4) Given the product [CH3:29][C@H:21]1[C@@H:10]2[CH2:11][CH2:12][C:13]3[C:8]([C@@:9]2([C:30]2[CH:31]=[CH:32][CH:33]=[CH:34][CH:35]=2)[CH2:28][CH2:27][C:22]1=[O:23])=[N:7][NH:6][C:14]=3[C:15]1[CH:16]=[N:17][CH:18]=[N:19][CH:20]=1, predict the reactants needed to synthesize it. The reactants are: CN(C)S([N:6]1[C:14]([C:15]2[CH:16]=[N:17][CH:18]=[N:19][CH:20]=2)=[C:13]2[C:8]([C@@:9]3([C:30]4[CH:35]=[CH:34][CH:33]=[CH:32][CH:31]=4)[CH2:28][CH2:27][C:22]4(OCC[O:23]4)[C@@H:21]([CH3:29])[C@@H:10]3[CH2:11][CH2:12]2)=[N:7]1)(=O)=O.FC(F)(F)C(O)=O. (5) The reactants are: [CH3:1][C:2]1([CH3:32])[CH2:7][CH2:6][C:5]([C:8]2[C:13]([NH:14][C:15]([C:17]3[N:18](COCC[Si](C)(C)C)[CH:19]=[C:20]([C:22]#[N:23])[N:21]=3)=[O:16])=[CH:12][CH:11]=[CH:10][N:9]=2)=[CH:4][CH2:3]1.[C:33]([OH:39])([C:35]([F:38])([F:37])[F:36])=[O:34]. Given the product [F:36][C:35]([F:38])([F:37])[C:33]([OH:39])=[O:34].[CH3:1][C:2]1([CH3:32])[CH2:7][CH2:6][C:5]([C:8]2[C:13]([NH:14][C:15]([C:17]3[NH:18][CH:19]=[C:20]([C:22]#[N:23])[N:21]=3)=[O:16])=[CH:12][CH:11]=[CH:10][N:9]=2)=[CH:4][CH2:3]1, predict the reactants needed to synthesize it. (6) Given the product [Cl:6][C:7]1[CH:12]=[CH:11][C:10]([O:13][CH3:1])=[CH:9][N:8]=1, predict the reactants needed to synthesize it. The reactants are: [CH3:1][O-].[Na+].CO.[Cl:6][C:7]1[CH:12]=[CH:11][C:10]([OH:13])=[CH:9][N:8]=1.CI.